From a dataset of Peptide-MHC class II binding affinity with 134,281 pairs from IEDB. Regression. Given a peptide amino acid sequence and an MHC pseudo amino acid sequence, predict their binding affinity value. This is MHC class II binding data. (1) The binding affinity (normalized) is 0.0189. The peptide sequence is AGKATTEEQKLIEKI. The MHC is HLA-DQA10102-DQB10602 with pseudo-sequence HLA-DQA10102-DQB10602. (2) The peptide sequence is TFRGRVLDMFRTAFG. The MHC is H-2-IAd with pseudo-sequence H-2-IAd. The binding affinity (normalized) is 0.203. (3) The peptide sequence is MSQIMYNYPAMMAHA. The MHC is DRB1_1602 with pseudo-sequence DRB1_1602. The binding affinity (normalized) is 0.608. (4) The peptide sequence is DQDLELSWNLNGLQAY. The MHC is DRB1_0401 with pseudo-sequence DRB1_0401. The binding affinity (normalized) is 0.173.